Dataset: Full USPTO retrosynthesis dataset with 1.9M reactions from patents (1976-2016). Task: Predict the reactants needed to synthesize the given product. (1) Given the product [CH2:13]([N:20]1[C:25](=[O:26])[C:24]([CH2:27][C:28]2[CH:33]=[CH:32][C:31]([C:34]3[CH:39]=[CH:38][CH:37]=[CH:36][C:35]=3[C:40]3[NH:3][C:4](=[O:7])[O:5][N:41]=3)=[CH:30][CH:29]=2)=[C:23]([CH2:42][CH2:43][CH2:44][CH3:45])[N:22]=[C:21]1[O:46][CH3:47])[C:14]1[CH:15]=[CH:16][CH:17]=[CH:18][CH:19]=1, predict the reactants needed to synthesize it. The reactants are: [Cl-].O[NH3+:3].[C:4](=[O:7])([O-])[OH:5].[Na+].CS(C)=O.[CH2:13]([N:20]1[C:25](=[O:26])[C:24]([CH2:27][C:28]2[CH:33]=[CH:32][C:31]([C:34]3[C:35]([C:40]#[N:41])=[CH:36][CH:37]=[CH:38][CH:39]=3)=[CH:30][CH:29]=2)=[C:23]([CH2:42][CH2:43][CH2:44][CH3:45])[N:22]=[C:21]1[O:46][CH3:47])[C:14]1[CH:19]=[CH:18][CH:17]=[CH:16][CH:15]=1. (2) The reactants are: Br[C:2]1[CH:19]=[CH:18][C:5]([CH2:6][C:7]2([C:13]([O:15][CH2:16][CH3:17])=[O:14])[CH2:11][CH2:10][C:9](=[O:12])[NH:8]2)=[CH:4][CH:3]=1.Br[C:21]1[CH:26]=[CH:25][C:24]([F:27])=[CH:23][N:22]=1.C[Sn](C)C.C[Sn](C)C.[F-].[Cs+]. Given the product [F:27][C:24]1[CH:25]=[CH:26][C:21]([C:2]2[CH:19]=[CH:18][C:5]([CH2:6][C:7]3([C:13]([O:15][CH2:16][CH3:17])=[O:14])[CH2:11][CH2:10][C:9](=[O:12])[NH:8]3)=[CH:4][CH:3]=2)=[N:22][CH:23]=1, predict the reactants needed to synthesize it. (3) The reactants are: [Cl:1][C:2]1[N:11]=[C:10]([NH:12][CH2:13][CH2:14][C:15]([O:17]C)=[O:16])[C:9]2[C:4](=[N:5][CH:6]=[CH:7][N:8]=2)[CH:3]=1.O[Li].O. Given the product [Cl:1][C:2]1[N:11]=[C:10]([NH:12][CH2:13][CH2:14][C:15]([OH:17])=[O:16])[C:9]2[C:4](=[N:5][CH:6]=[CH:7][N:8]=2)[CH:3]=1, predict the reactants needed to synthesize it.